Dataset: NCI-60 drug combinations with 297,098 pairs across 59 cell lines. Task: Regression. Given two drug SMILES strings and cell line genomic features, predict the synergy score measuring deviation from expected non-interaction effect. (1) Drug 1: C1=CC(=CC=C1C#N)C(C2=CC=C(C=C2)C#N)N3C=NC=N3. Drug 2: CNC(=O)C1=NC=CC(=C1)OC2=CC=C(C=C2)NC(=O)NC3=CC(=C(C=C3)Cl)C(F)(F)F. Cell line: DU-145. Synergy scores: CSS=5.27, Synergy_ZIP=-1.46, Synergy_Bliss=-3.29, Synergy_Loewe=2.19, Synergy_HSA=-4.30. (2) Cell line: SW-620. Drug 2: CN(C(=O)NC(C=O)C(C(C(CO)O)O)O)N=O. Synergy scores: CSS=48.0, Synergy_ZIP=11.5, Synergy_Bliss=10.4, Synergy_Loewe=-15.5, Synergy_HSA=11.1. Drug 1: CC1=C2C(C(=O)C3(C(CC4C(C3C(C(C2(C)C)(CC1OC(=O)C(C(C5=CC=CC=C5)NC(=O)C6=CC=CC=C6)O)O)OC(=O)C7=CC=CC=C7)(CO4)OC(=O)C)O)C)OC(=O)C. (3) Drug 1: C1=CC(=C2C(=C1NCCNCCO)C(=O)C3=C(C=CC(=C3C2=O)O)O)NCCNCCO. Drug 2: C(CCl)NC(=O)N(CCCl)N=O. Cell line: NCI-H322M. Synergy scores: CSS=16.5, Synergy_ZIP=-0.729, Synergy_Bliss=6.33, Synergy_Loewe=-46.9, Synergy_HSA=1.04. (4) Synergy scores: CSS=12.0, Synergy_ZIP=-1.00, Synergy_Bliss=2.16, Synergy_Loewe=-2.93, Synergy_HSA=-1.31. Cell line: HT29. Drug 2: COCCOC1=C(C=C2C(=C1)C(=NC=N2)NC3=CC=CC(=C3)C#C)OCCOC.Cl. Drug 1: C1=CC=C(C=C1)NC(=O)CCCCCCC(=O)NO. (5) Drug 1: C1=CC=C(C(=C1)C(C2=CC=C(C=C2)Cl)C(Cl)Cl)Cl. Drug 2: C1CN(CCN1C(=O)CCBr)C(=O)CCBr. Cell line: HL-60(TB). Synergy scores: CSS=49.2, Synergy_ZIP=5.66, Synergy_Bliss=-3.96, Synergy_Loewe=-49.0, Synergy_HSA=-29.6. (6) Drug 1: C1=NC2=C(N=C(N=C2N1C3C(C(C(O3)CO)O)F)Cl)N. Drug 2: CS(=O)(=O)CCNCC1=CC=C(O1)C2=CC3=C(C=C2)N=CN=C3NC4=CC(=C(C=C4)OCC5=CC(=CC=C5)F)Cl. Cell line: UACC62. Synergy scores: CSS=1.99, Synergy_ZIP=-2.28, Synergy_Bliss=-2.88, Synergy_Loewe=-2.87, Synergy_HSA=-2.56.